This data is from NCI-60 drug combinations with 297,098 pairs across 59 cell lines. The task is: Regression. Given two drug SMILES strings and cell line genomic features, predict the synergy score measuring deviation from expected non-interaction effect. (1) Drug 1: C1CCC(C(C1)N)N.C(=O)(C(=O)[O-])[O-].[Pt+4]. Drug 2: CCC1(C2=C(COC1=O)C(=O)N3CC4=CC5=C(C=CC(=C5CN(C)C)O)N=C4C3=C2)O.Cl. Cell line: HCT116. Synergy scores: CSS=54.4, Synergy_ZIP=0.721, Synergy_Bliss=0.644, Synergy_Loewe=-3.91, Synergy_HSA=3.47. (2) Drug 1: C1=CC(=C2C(=C1NCCNCCO)C(=O)C3=C(C=CC(=C3C2=O)O)O)NCCNCCO. Drug 2: C1=CC(=CC=C1C#N)C(C2=CC=C(C=C2)C#N)N3C=NC=N3. Cell line: U251. Synergy scores: CSS=43.2, Synergy_ZIP=-0.212, Synergy_Bliss=-2.00, Synergy_Loewe=-32.7, Synergy_HSA=-1.82. (3) Drug 1: CC1=CC=C(C=C1)C2=CC(=NN2C3=CC=C(C=C3)S(=O)(=O)N)C(F)(F)F. Drug 2: COC1=NC(=NC2=C1N=CN2C3C(C(C(O3)CO)O)O)N. Cell line: KM12. Synergy scores: CSS=0.874, Synergy_ZIP=0.999, Synergy_Bliss=2.37, Synergy_Loewe=-1.71, Synergy_HSA=-1.16. (4) Drug 1: CCC1(CC2CC(C3=C(CCN(C2)C1)C4=CC=CC=C4N3)(C5=C(C=C6C(=C5)C78CCN9C7C(C=CC9)(C(C(C8N6C)(C(=O)OC)O)OC(=O)C)CC)OC)C(=O)OC)O.OS(=O)(=O)O. Drug 2: CN(CC1=CN=C2C(=N1)C(=NC(=N2)N)N)C3=CC=C(C=C3)C(=O)NC(CCC(=O)O)C(=O)O. Cell line: UO-31. Synergy scores: CSS=35.2, Synergy_ZIP=0.817, Synergy_Bliss=0.541, Synergy_Loewe=-8.67, Synergy_HSA=-2.31. (5) Drug 1: C(CCl)NC(=O)N(CCCl)N=O. Drug 2: COCCOC1=C(C=C2C(=C1)C(=NC=N2)NC3=CC=CC(=C3)C#C)OCCOC.Cl. Cell line: TK-10. Synergy scores: CSS=26.7, Synergy_ZIP=3.08, Synergy_Bliss=3.16, Synergy_Loewe=-7.38, Synergy_HSA=3.93. (6) Drug 1: CN(C)N=NC1=C(NC=N1)C(=O)N. Drug 2: CCCCC(=O)OCC(=O)C1(CC(C2=C(C1)C(=C3C(=C2O)C(=O)C4=C(C3=O)C=CC=C4OC)O)OC5CC(C(C(O5)C)O)NC(=O)C(F)(F)F)O. Cell line: NCI/ADR-RES. Synergy scores: CSS=-2.35, Synergy_ZIP=-0.539, Synergy_Bliss=-2.80, Synergy_Loewe=-3.86, Synergy_HSA=-3.31. (7) Drug 1: CC1OCC2C(O1)C(C(C(O2)OC3C4COC(=O)C4C(C5=CC6=C(C=C35)OCO6)C7=CC(=C(C(=C7)OC)O)OC)O)O. Drug 2: C1CN(P(=O)(OC1)NCCCl)CCCl. Cell line: NCI-H522. Synergy scores: CSS=22.9, Synergy_ZIP=-5.90, Synergy_Bliss=-0.0854, Synergy_Loewe=-22.6, Synergy_HSA=0.593. (8) Drug 1: CC(C)(C#N)C1=CC(=CC(=C1)CN2C=NC=N2)C(C)(C)C#N. Drug 2: N.N.Cl[Pt+2]Cl. Cell line: NCI-H322M. Synergy scores: CSS=2.43, Synergy_ZIP=-1.91, Synergy_Bliss=-4.54, Synergy_Loewe=-3.26, Synergy_HSA=-4.64.